Dataset: Full USPTO retrosynthesis dataset with 1.9M reactions from patents (1976-2016). Task: Predict the reactants needed to synthesize the given product. The reactants are: [Br:1][C:2]1[CH:3]=[C:4]([NH2:9])[C:5]([NH2:8])=[N:6][CH:7]=1.Cl[CH2:11][CH:12]=O. Given the product [Br:1][C:2]1[CH:3]=[C:4]([NH2:9])[C:5]2[N:6]([CH:11]=[CH:12][N:8]=2)[CH:7]=1, predict the reactants needed to synthesize it.